Dataset: Catalyst prediction with 721,799 reactions and 888 catalyst types from USPTO. Task: Predict which catalyst facilitates the given reaction. (1) Reactant: Cl.C([N:9]1[CH2:13][CH2:12][C@@H:11]([C:14]([C:23]2[CH:28]=[CH:27][CH:26]=[CH:25][CH:24]=2)([C:17]2[CH:22]=[CH:21][CH:20]=[CH:19][CH:18]=2)[C:15]#[N:16])[CH2:10]1)C1C=CC=CC=1.C([O-])=O.[NH4+].O. Product: [C:17]1([C:14]([C:23]2[CH:28]=[CH:27][CH:26]=[CH:25][CH:24]=2)([C@@H:11]2[CH2:12][CH2:13][NH:9][CH2:10]2)[C:15]#[N:16])[CH:18]=[CH:19][CH:20]=[CH:21][CH:22]=1. The catalyst class is: 19. (2) Reactant: [F:1][C:2]1[CH:7]=[CH:6][C:5]([N:8]2[C@H:11]([C:12]3[CH:17]=[CH:16][C:15]([OH:18])=[CH:14][CH:13]=3)[C@@H:10]([CH2:19][CH2:20][C:21]([C:23]3[CH:28]=[CH:27][C:26]([F:29])=[CH:25][CH:24]=3)=[O:22])[C:9]2=[O:30])=[CH:4][CH:3]=1.B1(C)OC(C2C=CC=CC=2)(C2C=CC=CC=2)[C@@H]2N1CCC2.C1(C)C=CC=CC=1. The catalyst class is: 7. Product: [F:1][C:2]1[CH:3]=[CH:4][C:5]([N:8]2[C@H:11]([C:12]3[CH:13]=[CH:14][C:15]([OH:18])=[CH:16][CH:17]=3)[C@@H:10]([CH2:19][CH2:20][C@@H:21]([C:23]3[CH:24]=[CH:25][C:26]([F:29])=[CH:27][CH:28]=3)[OH:22])[C:9]2=[O:30])=[CH:6][CH:7]=1. (3) Reactant: [NH:1]1[CH:5]=[N:4][C:3]([C:6]([OH:8])=O)=[N:2]1.F[P-](F)(F)(F)(F)F.CN(C(=[N+](C)C)ON1C2=NC=CC=C2N=N1)C.C(N(C(C)C)C(C)C)C.[F:42][C:43]1[CH:44]=[N:45][CH:46]=[CH:47][C:48]=1[C:49]1[C:50]([C:57]2[CH:58]=[N:59][CH:60]=[CH:61][CH:62]=2)=[N:51][C:52]([NH2:56])=[C:53]([NH2:55])[CH:54]=1. Product: [NH2:56][C:52]1[N:51]=[C:50]([C:57]2[CH:58]=[N:59][CH:60]=[CH:61][CH:62]=2)[C:49]([C:48]2[CH:47]=[CH:46][N:45]=[CH:44][C:43]=2[F:42])=[CH:54][C:53]=1[NH:55][C:6]([C:3]1[N:4]=[CH:5][NH:1][N:2]=1)=[O:8]. The catalyst class is: 3. (4) Reactant: [Br:1][C:2]1[CH:3]=[C:4]([F:19])[C:5]([Cl:18])=[C:6]([O:8][C:9]2[C:14]([F:15])=[C:13]([CH3:16])[CH:12]=[CH:11][C:10]=2[Cl:17])[CH:7]=1.C1C(=O)N([Br:27])C(=O)C1. Product: [Br:1][C:2]1[CH:3]=[C:4]([F:19])[C:5]([Cl:18])=[C:6]([O:8][C:9]2[C:14]([F:15])=[C:13]([CH2:16][Br:27])[CH:12]=[CH:11][C:10]=2[Cl:17])[CH:7]=1. The catalyst class is: 53.